From a dataset of Forward reaction prediction with 1.9M reactions from USPTO patents (1976-2016). Predict the product of the given reaction. (1) Given the reactants [C:1]([C:3]1[CH:4]=[C:5]([C:18]2[CH:19]=[C:20]([CH:25]=[CH:26][N:27]=2)[C:21]([O:23][CH3:24])=[O:22])[CH:6]=[C:7]([F:17])[C:8]=1[O:9]CC1C=CC=CC=1)#[N:2], predict the reaction product. The product is: [C:1]([C:3]1[CH:4]=[C:5]([C:18]2[CH:19]=[C:20]([CH:25]=[CH:26][N:27]=2)[C:21]([O:23][CH3:24])=[O:22])[CH:6]=[C:7]([F:17])[C:8]=1[OH:9])#[N:2]. (2) Given the reactants [CH3:1][O:2][C:3]1[CH:8]=[CH:7][C:6](B(O)O)=[CH:5][CH:4]=1.Br[C:13]1[CH:14]=[CH:15][C:16]([NH2:20])=[N:17][C:18]=1[CH3:19].C([O-])(=O)C.[K+], predict the reaction product. The product is: [CH3:1][O:2][C:3]1[CH:8]=[CH:7][C:6]([C:13]2[CH:14]=[CH:15][C:16]([NH2:20])=[N:17][C:18]=2[CH3:19])=[CH:5][CH:4]=1. (3) The product is: [CH:1]([O:3][CH:4]1[CH:5]2[CH2:10][CH:8]([CH:7]3[CH:6]2[O:12][CH:11]=[CH:13][CH2:14]3)[CH2:9]1)=[O:2]. Given the reactants [CH:1]([O:3][CH:4]1[CH2:9][CH:8]2[CH2:10][CH:5]1[CH:6]=[CH:7]2)=[O:2].[CH:11]([CH:13]=[CH2:14])=[O:12], predict the reaction product. (4) Given the reactants [Cl:1][C:2]1[CH:18]=[CH:17][C:5]2[CH2:6][CH2:7][N:8]([C:11](=[O:16])[C:12]([F:15])([F:14])[F:13])[CH2:9][CH2:10][C:4]=2[C:3]=1OS(C(F)(F)F)(=O)=O.[C:27]([O:31][C:32]([N:34]([CH2:41][C:42]1[CH:49]=[CH:48][C:45]([CH2:46][NH2:47])=[CH:44][CH:43]=1)[CH:35]1[CH2:40][CH2:39][CH2:38][CH2:37][CH2:36]1)=[O:33])([CH3:30])([CH3:29])[CH3:28], predict the reaction product. The product is: [C:27]([O:31][C:32]([N:34]([CH2:41][C:42]1[CH:43]=[CH:44][C:45]([CH2:46][NH:47][C:3]2[C:4]3[CH2:10][CH2:9][N:8]([C:11](=[O:16])[C:12]([F:15])([F:14])[F:13])[CH2:7][CH2:6][C:5]=3[CH:17]=[CH:18][C:2]=2[Cl:1])=[CH:48][CH:49]=1)[CH:35]1[CH2:40][CH2:39][CH2:38][CH2:37][CH2:36]1)=[O:33])([CH3:30])([CH3:28])[CH3:29]. (5) Given the reactants Cl[C:2]1[CH:3]=[C:4]([NH:11][CH:12]2[CH2:14][CH2:13]2)[C:5]2[N:6]([CH:8]=[CH:9][N:10]=2)[N:7]=1.[C:23](O[C:23]([O:25][C:26]([CH3:29])([CH3:28])[CH3:27])=[O:24])([O:25][C:26]([CH3:29])([CH3:28])[CH3:27])=[O:24].[CH3:30][O:31][C:32]1[CH:33]=[C:34]([CH:36]=[CH:37][C:38]=1[O:39][CH3:40])[NH2:35].CC1(C)C2C(=C(P(C3C=CC=CC=3)C3C=CC=CC=3)C=CC=2)OC2C(P(C3C=CC=CC=3)C3C=CC=CC=3)=CC=CC1=2.C(=O)([O-])[O-].[K+].[K+], predict the reaction product. The product is: [CH3:30][O:31][C:32]1[CH:33]=[C:34]([NH:35][C:2]2[CH:3]=[C:4]([N:11]([CH:12]3[CH2:14][CH2:13]3)[C:23](=[O:24])[O:25][C:26]([CH3:27])([CH3:28])[CH3:29])[C:5]3[N:6]([CH:8]=[CH:9][N:10]=3)[N:7]=2)[CH:36]=[CH:37][C:38]=1[O:39][CH3:40]. (6) Given the reactants [CH2:1]([O:3][C:4]([C:6]1[CH:7]=[N:8][C:9]2[C:14]([C:15]=1Cl)=[CH:13][CH:12]=[CH:11][C:10]=2[O:17][CH3:18])=[O:5])[CH3:2].[CH2:19]([NH2:21])[CH3:20], predict the reaction product. The product is: [CH2:1]([O:3][C:4]([C:6]1[CH:7]=[N:8][C:9]2[C:14]([C:15]=1[NH:21][CH2:19][CH3:20])=[CH:13][CH:12]=[CH:11][C:10]=2[O:17][CH3:18])=[O:5])[CH3:2]. (7) Given the reactants [F:1][C:2]1[CH:10]=[CH:9][C:8](Br)=[C:7]2[C:3]=1[CH:4]=[CH:5][NH:6]2.[C:12]([Cu])#[N:13].N, predict the reaction product. The product is: [F:1][C:2]1[CH:10]=[CH:9][C:8]([C:12]#[N:13])=[C:7]2[C:3]=1[CH:4]=[CH:5][NH:6]2. (8) Given the reactants ClC1C=C(C2C(OC)=CC=C([C:16]([C:18]3[CH:23]=[CH:22][C:21]([NH:24][C:25](=[O:27])[CH3:26])=[CH:20][CH:19]=3)=[O:17])C=2F)C=CC=1.C(NC1C=CC(C(O)=O)=CC=1)(=O)C.O=S(Cl)[Cl:44], predict the reaction product. The product is: [C:25]([NH:24][C:21]1[CH:22]=[CH:23][C:18]([C:16]([Cl:44])=[O:17])=[CH:19][CH:20]=1)(=[O:27])[CH3:26].